Dataset: Catalyst prediction with 721,799 reactions and 888 catalyst types from USPTO. Task: Predict which catalyst facilitates the given reaction. (1) Reactant: Cl[Ru:2](Cl)[C:3]1[CH2:10][CH2:9][CH2:8][CH2:7]C=CC=1.[CH3:12][Si:13]([C:16]1([Na])[CH:20]=[CH:19][CH:18]=[CH:17]1)([CH3:15])[CH3:14]. Product: [CH3:12][Si:13]([C:16]1([Ru:2][C:3]2([Si:13]([CH3:15])([CH3:14])[CH3:12])[CH:10]=[CH:9][CH:8]=[CH:7]2)[CH:20]=[CH:19][CH:18]=[CH:17]1)([CH3:15])[CH3:14]. The catalyst class is: 7. (2) Reactant: [Br:1][C:2]1[CH:3]=[C:4]([CH:12]=[C:13]([C:15](=[O:20])[C:16]([F:19])([F:18])[F:17])[CH:14]=1)[C:5]([O:7][C:8]([CH3:11])([CH3:10])[CH3:9])=[O:6].[F:21][C:22]([Si](C)(C)C)([F:24])[F:23].CCCC[N+](CCCC)(CCCC)CCCC.[F-]. Product: [Br:1][C:2]1[CH:3]=[C:4]([CH:12]=[C:13]([C:15]([OH:20])([C:22]([F:24])([F:23])[F:21])[C:16]([F:18])([F:19])[F:17])[CH:14]=1)[C:5]([O:7][C:8]([CH3:11])([CH3:9])[CH3:10])=[O:6]. The catalyst class is: 1. (3) Reactant: [C:1]([O:5][C:6]([C@@H:8]([NH:14][C:15]([O:17][C:18]([CH3:21])([CH3:20])[CH3:19])=[O:16])[CH2:9][CH2:10][C:11]([OH:13])=O)=[O:7])([CH3:4])([CH3:3])[CH3:2].Cl.CN(C)CCCN=C=NCC.C(N(CC)CC)C.[N+:41]([O:44][CH2:45][CH:46]([NH2:52])[CH2:47][O:48][N+:49]([O-:51])=[O:50])([O-:43])=[O:42]. Product: [C:18]([O:17][C:15]([NH:14][C@@H:8]([CH2:9][CH2:10][C:11](=[O:13])[NH:52][CH:46]([CH2:47][O:48][N+:49]([O-:51])=[O:50])[CH2:45][O:44][N+:41]([O-:43])=[O:42])[C:6]([O:5][C:1]([CH3:2])([CH3:3])[CH3:4])=[O:7])=[O:16])([CH3:21])([CH3:20])[CH3:19]. The catalyst class is: 2. (4) Reactant: [C:1]([C:3]1[CH:4]=[C:5]2[C:10](=[CH:11][C:12]=1[O:13][C:14]1[CH:22]=[CH:21][C:17]([C:18](O)=[O:19])=[CH:16][CH:15]=1)[O:9][CH2:8][CH2:7][CH:6]2[C:23]([O:25][CH3:26])=[O:24])#[N:2].Cl.Cl.[CH3:29][N:30]([CH2:32][C:33]1[CH:38]=[CH:37][C:36]([CH2:39][CH2:40][NH2:41])=[CH:35][CH:34]=1)[CH3:31].C(N(CC)C(C)C)(C)C. Product: [C:1]([C:3]1[CH:4]=[C:5]2[C:10](=[CH:11][C:12]=1[O:13][C:14]1[CH:22]=[CH:21][C:17]([C:18](=[O:19])[NH:41][CH2:40][CH2:39][C:36]3[CH:37]=[CH:38][C:33]([CH2:32][N:30]([CH3:31])[CH3:29])=[CH:34][CH:35]=3)=[CH:16][CH:15]=1)[O:9][CH2:8][CH2:7][CH:6]2[C:23]([O:25][CH3:26])=[O:24])#[N:2]. The catalyst class is: 9. (5) Reactant: Cl[C:2]1[N:7]=[CH:6][N:5]([C:8]2[CH:13]=[CH:12][C:11]([O:14][CH2:15][C:16]([OH:19])([CH3:18])[CH3:17])=[C:10]([O:20][CH3:21])[CH:9]=2)[C:4](=[O:22])[CH:3]=1.[F:23][C:24]1[CH:29]=[CH:28][C:27]([CH2:30][SH:31])=[CH:26][CH:25]=1.C(=O)([O-])[O-].[K+].[K+]. Product: [F:23][C:24]1[CH:29]=[CH:28][C:27]([CH2:30][S:31][C:2]2[N:7]=[CH:6][N:5]([C:8]3[CH:13]=[CH:12][C:11]([O:14][CH2:15][C:16]([OH:19])([CH3:18])[CH3:17])=[C:10]([O:20][CH3:21])[CH:9]=3)[C:4](=[O:22])[CH:3]=2)=[CH:26][CH:25]=1. The catalyst class is: 76. (6) Reactant: [Cl:1][C:2]1[C:7]([Cl:8])=[CH:6][C:5]([NH2:9])=[C:4]([NH2:10])[CH:3]=1.C([O:15][C:16](=O)[CH2:17][C:18]([C:20]1[CH:25]=[CH:24][CH:23]=[C:22]([C:26]2[CH:31]=[CH:30][N:29]=[C:28]([CH2:32][CH:33]([CH3:35])[CH3:34])[CH:27]=2)[CH:21]=1)=O)(C)(C)C. Product: [Cl:1][C:2]1[C:7]([Cl:8])=[CH:6][C:5]2[NH:9][C:16](=[O:15])[CH2:17][C:18]([C:20]3[CH:25]=[CH:24][CH:23]=[C:22]([C:26]4[CH:31]=[CH:30][N:29]=[C:28]([CH2:32][CH:33]([CH3:34])[CH3:35])[CH:27]=4)[CH:21]=3)=[N:10][C:4]=2[CH:3]=1. The catalyst class is: 113.